This data is from Full USPTO retrosynthesis dataset with 1.9M reactions from patents (1976-2016). The task is: Predict the reactants needed to synthesize the given product. (1) The reactants are: [CH3:1][N:2]1[C:10]([CH3:11])=[C:9]2[C:4]([CH:5]=[CH:6][C:7]([N:12]3[CH:17]=[CH:16][C:15]([OH:18])=[CH:14][C:13]3=[O:19])=[CH:8]2)=[N:3]1.[Cl:20][C:21]1[CH:22]=[C:23]([CH2:27]O)[CH:24]=[CH:25][CH:26]=1.C1(P(C2C=CC=CC=2)C2C=CC=CC=2)C=CC=CC=1. Given the product [Cl:20][C:21]1[CH:22]=[C:23]([CH:24]=[CH:25][CH:26]=1)[CH2:27][O:18][C:15]1[CH:16]=[CH:17][N:12]([C:7]2[CH:6]=[CH:5][C:4]3[C:9](=[C:10]([CH3:11])[N:2]([CH3:1])[N:3]=3)[CH:8]=2)[C:13](=[O:19])[CH:14]=1, predict the reactants needed to synthesize it. (2) Given the product [CH3:17][C:15]1[S:16][C:12]([C:4]2[CH:5]=[CH:6][C:7]([NH2:9])=[CH:8][C:3]=2[O:2][CH3:1])=[C:13]([CH3:18])[N:14]=1, predict the reactants needed to synthesize it. The reactants are: [CH3:1][O:2][C:3]1[CH:8]=[C:7]([N+:9]([O-])=O)[CH:6]=[CH:5][C:4]=1[C:12]1[S:16][C:15]([CH3:17])=[N:14][C:13]=1[CH3:18]. (3) The reactants are: [NH2:1][CH:2]1[CH:6]([F:7])[CH2:5][N:4]([C:8]([O:10][CH2:11][C:12]2[CH:17]=[CH:16][CH:15]=[CH:14][CH:13]=2)=[O:9])[CH2:3]1.C(N(CC)CC)C.[C:25](O[C:25]([O:27][C:28]([CH3:31])([CH3:30])[CH3:29])=[O:26])([O:27][C:28]([CH3:31])([CH3:30])[CH3:29])=[O:26]. Given the product [C:28]([O:27][C:25]([NH:1][CH:2]1[CH:6]([F:7])[CH2:5][N:4]([C:8]([O:10][CH2:11][C:12]2[CH:17]=[CH:16][CH:15]=[CH:14][CH:13]=2)=[O:9])[CH2:3]1)=[O:26])([CH3:31])([CH3:30])[CH3:29], predict the reactants needed to synthesize it.